This data is from Forward reaction prediction with 1.9M reactions from USPTO patents (1976-2016). The task is: Predict the product of the given reaction. (1) Given the reactants [F:1][C:2]1[C:3]([OH:10])=[C:4]([CH:7]=[CH:8][CH:9]=1)[CH:5]=O.Cl, predict the reaction product. The product is: [F:1][C:2]1[CH:9]=[CH:8][CH:7]=[C:4]([CH3:5])[C:3]=1[OH:10]. (2) Given the reactants C(=O)([O-])[O-].[Na+].[Na+].Br[C:8]1[CH:13]=[CH:12][C:11]([C:14]2([C:17]([O:19][C:20]([CH3:23])(C)C)=[O:18])[CH2:16][CH2:15]2)=[CH:10][CH:9]=1.CC1(C)C(C)(C)OB([C:32]2[CH:33]=[N:34][C:35]([NH2:38])=[N:36][CH:37]=2)O1.[C:40]1(C)C=CC=C[CH:41]=1, predict the reaction product. The product is: [NH2:38][C:35]1[N:36]=[CH:37][C:32]([C:8]2[CH:9]=[CH:10][C:11]([C:14]3([C:17]([O:19][CH2:20][CH2:23][CH2:40][CH3:41])=[O:18])[CH2:15][CH2:16]3)=[CH:12][CH:13]=2)=[CH:33][N:34]=1. (3) Given the reactants [Cl:1][C:2]1[CH:3]=[C:4]([CH:9]2[C:18]3[C:13](=[CH:14][CH:15]=[CH:16][CH:17]=3)[C:12](=O)[CH2:11][CH2:10]2)[CH:5]=[CH:6][C:7]=1[Cl:8].[CH3:20][N:21](C)C=O.CN, predict the reaction product. The product is: [Cl:1][C:2]1[CH:3]=[C:4]([CH:9]2[C:18]3[C:13](=[CH:14][CH:15]=[CH:16][CH:17]=3)[C:12](=[N:21][CH3:20])[CH2:11][CH2:10]2)[CH:5]=[CH:6][C:7]=1[Cl:8]. (4) The product is: [OH:30][C:27]([CH:24]1[CH2:25][CH2:26][N:22]([C:3]2[C:2]([C:35]3[CH:36]=[N:37][C:32]([CH3:31])=[CH:33][CH:34]=3)=[CH:21][C:6]([C:7]([NH:9][C:10]3[CH:15]=[CH:14][C:13]([O:16][C:17]([F:20])([F:19])[F:18])=[CH:12][CH:11]=3)=[O:8])=[CH:5][N:4]=2)[CH2:23]1)([CH3:29])[CH3:28]. Given the reactants Br[C:2]1[C:3]([N:22]2[CH2:26][CH2:25][CH:24]([C:27]([OH:30])([CH3:29])[CH3:28])[CH2:23]2)=[N:4][CH:5]=[C:6]([CH:21]=1)[C:7]([NH:9][C:10]1[CH:15]=[CH:14][C:13]([O:16][C:17]([F:20])([F:19])[F:18])=[CH:12][CH:11]=1)=[O:8].[CH3:31][C:32]1[N:37]=[CH:36][C:35](B(O)O)=[CH:34][CH:33]=1, predict the reaction product. (5) Given the reactants [I-].C[S+](C)(C)=O.[CH3:7]C(C)([O-])C.[K+].O1CCCC1.[CH:18]([CH:20]([NH:42][C:43](=[O:49])[O:44][C:45]([CH3:48])([CH3:47])[CH3:46])[CH2:21][CH:22]([CH2:26][C:27]1[CH:28]=[C:29]2[C:33](=[CH:34][CH:35]=1)[N:32]([CH3:36])[CH:31]=[C:30]2[CH2:37][CH2:38][CH2:39][O:40][CH3:41])[CH:23]([CH3:25])[CH3:24])=[O:19], predict the reaction product. The product is: [CH3:41][O:40][CH2:39][CH2:38][CH2:37][C:30]1[C:29]2[C:33](=[CH:34][CH:35]=[C:27]([CH2:26][CH:22]([CH:23]([CH3:24])[CH3:25])[CH2:21][CH:20]([NH:42][C:43](=[O:49])[O:44][C:45]([CH3:47])([CH3:46])[CH3:48])[CH:18]3[CH2:7][O:19]3)[CH:28]=2)[N:32]([CH3:36])[CH:31]=1. (6) Given the reactants [Cl:1][C:2]1[CH:3]=[C:4]([CH:18]=[CH:19][C:20]=1[Cl:21])[CH2:5][NH:6][C:7]1[CH:8]=[CH:9][C:10]2[N:11]([C:13]([NH2:17])=[C:14]([CH3:16])[N:15]=2)[N:12]=1.N1C=CC=CC=1.[C:28](O[C:28](=[O:31])[CH2:29][CH3:30])(=[O:31])[CH2:29][CH3:30], predict the reaction product. The product is: [Cl:1][C:2]1[CH:3]=[C:4]([CH:18]=[CH:19][C:20]=1[Cl:21])[CH2:5][NH:6][C:7]1[CH:8]=[CH:9][C:10]2[N:11]([C:13]([NH:17][C:28](=[O:31])[CH2:29][CH3:30])=[C:14]([CH3:16])[N:15]=2)[N:12]=1. (7) Given the reactants [NH2:1][C:2]([NH2:4])=[O:3].N[C:6]1[CH:14]=[C:13]([C:15]([F:18])([F:17])[F:16])[CH:12]=[CH:11][C:7]=1[C:8](O)=[O:9], predict the reaction product. The product is: [F:16][C:15]([F:17])([F:18])[C:13]1[CH:14]=[C:6]2[C:7]([C:8](=[O:9])[NH:1][C:2](=[O:3])[NH:4]2)=[CH:11][CH:12]=1. (8) Given the reactants [C:1]([NH:4][C:5]1[N:10]=[C:9](/[CH:11]=[CH:12]/[C:13]([C:15]2[CH:20]=[CH:19][C:18]([NH:21][C:22]([C:24]3[C:25]([C:30]4[CH:35]=[CH:34][C:33]([C:36]([F:39])([F:38])[F:37])=[CH:32][CH:31]=4)=[CH:26][CH:27]=[CH:28][CH:29]=3)=[O:23])=[CH:17][CH:16]=2)=[O:14])[CH:8]=[CH:7][CH:6]=1)(=[O:3])[CH3:2].[H][H], predict the reaction product. The product is: [C:1]([NH:4][C:5]1[N:10]=[C:9]([CH2:11][CH2:12][C:13]([C:15]2[CH:16]=[CH:17][C:18]([NH:21][C:22]([C:24]3[C:25]([C:30]4[CH:31]=[CH:32][C:33]([C:36]([F:38])([F:37])[F:39])=[CH:34][CH:35]=4)=[CH:26][CH:27]=[CH:28][CH:29]=3)=[O:23])=[CH:19][CH:20]=2)=[O:14])[CH:8]=[CH:7][CH:6]=1)(=[O:3])[CH3:2]. (9) Given the reactants [NH2:1][CH2:2][C@@H:3]1[CH2:7][CH2:6][N:5]([C:8]2[C:17]3[C:12](=[CH:13][C:14]([CH3:18])=[CH:15][CH:16]=3)[N:11]=[C:10]([C:19]3[CH:24]=[CH:23][CH:22]=[CH:21][C:20]=3[OH:25])[N:9]=2)[CH2:4]1.C1COCC1.C(N(CC)CC)C.Cl[C:39]([O:41][CH2:42][C:43]([CH3:46])([CH3:45])[CH3:44])=[O:40], predict the reaction product. The product is: [CH2:42]([O:41][C:39](=[O:40])[NH:1][CH2:2][C@@H:3]1[CH2:7][CH2:6][N:5]([C:8]2[C:17]3[C:12](=[CH:13][C:14]([CH3:18])=[CH:15][CH:16]=3)[N:11]=[C:10]([C:19]3[CH:24]=[CH:23][CH:22]=[CH:21][C:20]=3[OH:25])[N:9]=2)[CH2:4]1)[C:43]([CH3:46])([CH3:45])[CH3:44]. (10) Given the reactants [CH:1]1[CH:6]=[CH:5][C:4]([CH2:7][C:8]2[CH:13]=[CH:12][C:11]([NH2:14])=[CH:10][CH:9]=2)=[CH:3][CH:2]=1.C(=O)([O-])[O-].[K+].[K+].Cl[C:22]1[N:30]=[CH:29][C:28]([F:31])=[CH:27][C:23]=1[C:24]([OH:26])=[O:25], predict the reaction product. The product is: [CH2:7]([C:8]1[CH:9]=[CH:10][C:11]([NH:14][C:22]2[N:30]=[CH:29][C:28]([F:31])=[CH:27][C:23]=2[C:24]([OH:26])=[O:25])=[CH:12][CH:13]=1)[C:4]1[CH:3]=[CH:2][CH:1]=[CH:6][CH:5]=1.